This data is from Full USPTO retrosynthesis dataset with 1.9M reactions from patents (1976-2016). The task is: Predict the reactants needed to synthesize the given product. (1) Given the product [Br:1][CH2:13][C:12]([C:9]1[CH:8]=[CH:7][C:6]([O:5][C:4]([F:15])([F:16])[F:3])=[CH:11][CH:10]=1)=[O:14], predict the reactants needed to synthesize it. The reactants are: [Br:1]Br.[F:3][C:4]([F:16])([F:15])[O:5][C:6]1[CH:11]=[CH:10][C:9]([C:12](=[O:14])[CH3:13])=[CH:8][CH:7]=1. (2) The reactants are: [CH:1]([C:3]1[CH:8]=[CH:7][C:6]([CH:9]([CH3:17])[C:10]([O:12][C:13]([CH3:16])([CH3:15])[CH3:14])=[O:11])=[CH:5][CH:4]=1)=O.[O:18]=[C:19]1[CH2:24][CH2:23][S:22][CH2:21][CH2:20]1.N1CCCCC1.C(O)(=O)C. Given the product [O:18]=[C:19]1[CH2:24][CH2:23][S:22][CH2:21][C:20]1=[CH:1][C:3]1[CH:8]=[CH:7][C:6]([CH:9]([CH3:17])[C:10]([O:12][C:13]([CH3:16])([CH3:15])[CH3:14])=[O:11])=[CH:5][CH:4]=1, predict the reactants needed to synthesize it. (3) Given the product [Cl:2][C:3]1[C:8]([Cl:9])=[CH:7][CH:6]=[CH:5][C:4]=1[N:10]1[CH2:15][CH2:14][N:13]([CH2:19][CH2:18][OH:17])[CH2:12][CH2:11]1, predict the reactants needed to synthesize it. The reactants are: Cl.[Cl:2][C:3]1[C:8]([Cl:9])=[CH:7][CH:6]=[CH:5][C:4]=1[N:10]1[CH2:15][CH2:14][NH:13][CH2:12][CH2:11]1.C[O:17][C:18]1C=CC=C[C:19]=1N1CCN(CCO)CC1. (4) Given the product [BrH:1].[Br:1][C:2]1[CH:19]=[CH:18][C:5]([CH2:6][N:7]2[C:11]3[CH:12]=[C:13]([CH3:16])[CH:14]=[CH:15][C:10]=3[N:9]([CH2:21][CH2:22][CH2:23][O:24][C:25]3[CH:26]=[CH:27][C:28]([F:31])=[CH:29][CH:30]=3)[C:8]2=[NH:17])=[CH:4][CH:3]=1, predict the reactants needed to synthesize it. The reactants are: [Br:1][C:2]1[CH:19]=[CH:18][C:5]([CH2:6][N:7]2[C:11]3[CH:12]=[C:13]([CH3:16])[CH:14]=[CH:15][C:10]=3[NH:9][C:8]2=[NH:17])=[CH:4][CH:3]=1.Br[CH2:21][CH2:22][CH2:23][O:24][C:25]1[CH:30]=[CH:29][C:28]([F:31])=[CH:27][CH:26]=1. (5) Given the product [CH2:14]([NH:21][C:6](=[O:8])[C:5]1[C:4]([N+:1]([O-:3])=[O:2])=[CH:12][CH:11]=[CH:10][C:9]=1[CH3:13])[C:15]1[CH:20]=[CH:19][CH:18]=[CH:17][CH:16]=1, predict the reactants needed to synthesize it. The reactants are: [N+:1]([C:4]1[CH:12]=[CH:11][CH:10]=[C:9]([CH3:13])[C:5]=1[C:6]([OH:8])=O)([O-:3])=[O:2].[CH2:14]([NH2:21])[C:15]1[CH:20]=[CH:19][CH:18]=[CH:17][CH:16]=1.CN(C(ON1N=NC2C=CC=NC1=2)=[N+](C)C)C.F[P-](F)(F)(F)(F)F.